Predict the product of the given reaction. From a dataset of Forward reaction prediction with 1.9M reactions from USPTO patents (1976-2016). (1) Given the reactants Cl.[F:2][C:3]1[CH:17]=[CH:16][C:6]2[C:7]([CH:10]3[CH2:15][CH2:14][NH:13][CH2:12][CH2:11]3)=[N:8][O:9][C:5]=2[CH:4]=1.[C:18](=O)([O-])[O-].[K+].[K+].Cl[CH2:25][CH2:26][CH2:27][O:28][C:29]1[CH:36]=[CH:35][C:32]([C:33]#N)=[CH:31][C:30]=1[O:37][CH3:38].[I-].[K+].[OH2:41], predict the reaction product. The product is: [CH3:18][C:33]([C:32]1[CH:35]=[CH:36][C:29]([O:28][CH2:27][CH2:26][CH2:25][N:13]2[CH2:12][CH2:11][CH:10]([C:7]3[C:6]4[CH:16]=[CH:17][C:3]([F:2])=[CH:4][C:5]=4[O:9][N:8]=3)[CH2:15][CH2:14]2)=[C:30]([O:37][CH3:38])[CH:31]=1)=[O:41]. (2) The product is: [ClH:1].[ClH:1].[CH2:2]([N:4]1[C:10](=[O:11])[C:9]([CH3:13])([CH3:12])[C:8](=[O:14])[N:7]([CH3:15])[C:6]2[CH:16]=[C:17]([O:20][CH2:21][CH2:22][CH2:23][N:24]([CH2:32][CH2:33][CH2:34][N:35]3[CH:44]=[CH:43][C:42]4[C:37](=[CH:38][CH:39]=[CH:40][CH:41]=4)[C:36]3=[O:45])[CH2:25][C:26]3[CH:27]=[CH:28][N:29]=[CH:30][CH:31]=3)[CH:18]=[CH:19][C:5]1=2)[CH3:3]. Given the reactants [ClH:1].[CH2:2]([N:4]1[C:10](=[O:11])[C:9]([CH3:13])([CH3:12])[C:8](=[O:14])[N:7]([CH3:15])[C:6]2[CH:16]=[C:17]([O:20][CH2:21][CH2:22][CH2:23][N:24]([CH2:32][CH2:33][CH2:34][N:35]3[CH:44]=[CH:43][C:42]4[C:37](=[CH:38][CH:39]=[CH:40][CH:41]=4)[C:36]3=[O:45])[CH2:25][C:26]3[CH:31]=[CH:30][N:29]=[CH:28][CH:27]=3)[CH:18]=[CH:19][C:5]1=2)[CH3:3], predict the reaction product. (3) Given the reactants [CH3:1][O:2][C:3]1[CH:4]=[C:5]2[C:10](=[CH:11][C:12]=1[O:13][CH3:14])[N:9]=[CH:8][N:7]=[C:6]2[O:15][C:16]1[CH:22]=[CH:21][C:19]([NH2:20])=[CH:18][CH:17]=1.C(O)C.[C:26]1([C:32]([N:34]=[C:35]=[S:36])=[O:33])[CH:31]=[CH:30][CH:29]=[CH:28][CH:27]=1, predict the reaction product. The product is: [C:32]([NH:34][C:35]([NH:20][C:19]1[CH:21]=[CH:22][C:16]([O:15][C:6]2[C:5]3[C:10](=[CH:11][C:12]([O:13][CH3:14])=[C:3]([O:2][CH3:1])[CH:4]=3)[N:9]=[CH:8][N:7]=2)=[CH:17][CH:18]=1)=[S:36])(=[O:33])[C:26]1[CH:31]=[CH:30][CH:29]=[CH:28][CH:27]=1. (4) Given the reactants [C:1]1([CH:7]2[CH2:11][CH2:10][NH:9][CH2:8]2)[CH:6]=[CH:5][CH:4]=[CH:3][CH:2]=1.[F:12][C:13]1[CH:23]=[CH:22][C:16]([O:17][CH2:18][C:19](Cl)=[O:20])=[CH:15][CH:14]=1.C(N(CC)CC)C, predict the reaction product. The product is: [F:12][C:13]1[CH:23]=[CH:22][C:16]([O:17][CH2:18][C:19]([N:9]2[CH2:10][CH2:11][CH:7]([C:1]3[CH:6]=[CH:5][CH:4]=[CH:3][CH:2]=3)[CH2:8]2)=[O:20])=[CH:15][CH:14]=1. (5) Given the reactants [C:1]12([C:11]3[C:12]([OH:26])=[C:13]([CH:22]=[C:23]([Br:25])[CH:24]=3)[C:14]([C:16]3[CH:21]=[CH:20][CH:19]=[CH:18][CH:17]=3)=[O:15])[CH2:10][CH:5]3[CH2:6][CH:7]([CH2:9][CH:3]([CH2:4]3)[CH2:2]1)[CH2:8]2.C(N(CC)C(C)C)(C)C.[CH3:36][O:37][CH2:38]Cl.C(OCC)(=O)C, predict the reaction product. The product is: [C:1]12([C:11]3[C:12]([O:26][CH2:36][O:37][CH3:38])=[C:13]([CH:22]=[C:23]([Br:25])[CH:24]=3)[C:14]([C:16]3[CH:17]=[CH:18][CH:19]=[CH:20][CH:21]=3)=[O:15])[CH2:2][CH:3]3[CH2:9][CH:7]([CH2:6][CH:5]([CH2:4]3)[CH2:10]1)[CH2:8]2.